Predict which catalyst facilitates the given reaction. From a dataset of Catalyst prediction with 721,799 reactions and 888 catalyst types from USPTO. Reactant: [NH2:1][N:2]1[CH:6]=[CH:5][CH:4]=[C:3]1[C:7]([NH:9][C:10]1[CH:15]=[CH:14][CH:13]=[CH:12][CH:11]=1)=[O:8].[C:16]([O:20][C:21]([NH:23][CH:24]([C:28]([F:31])([F:30])[F:29])[C:25](O)=[O:26])=[O:22])([CH3:19])([CH3:18])[CH3:17].CN(C(ON1N=NC2C=CC=NC1=2)=[N+](C)C)C.F[P-](F)(F)(F)(F)F.CN1CCOCC1. Product: [F:29][C:28]([F:30])([F:31])[CH:24]([NH:23][C:21](=[O:22])[O:20][C:16]([CH3:17])([CH3:19])[CH3:18])[C:25](=[O:26])[NH:1][N:2]1[CH:6]=[CH:5][CH:4]=[C:3]1[C:7](=[O:8])[NH:9][C:10]1[CH:15]=[CH:14][CH:13]=[CH:12][CH:11]=1. The catalyst class is: 4.